From a dataset of NCI-60 drug combinations with 297,098 pairs across 59 cell lines. Regression. Given two drug SMILES strings and cell line genomic features, predict the synergy score measuring deviation from expected non-interaction effect. Drug 1: C1CCN(CC1)CCOC2=CC=C(C=C2)C(=O)C3=C(SC4=C3C=CC(=C4)O)C5=CC=C(C=C5)O. Drug 2: C#CCC(CC1=CN=C2C(=N1)C(=NC(=N2)N)N)C3=CC=C(C=C3)C(=O)NC(CCC(=O)O)C(=O)O. Cell line: CCRF-CEM. Synergy scores: CSS=12.2, Synergy_ZIP=4.86, Synergy_Bliss=12.0, Synergy_Loewe=16.0, Synergy_HSA=7.86.